This data is from Forward reaction prediction with 1.9M reactions from USPTO patents (1976-2016). The task is: Predict the product of the given reaction. (1) Given the reactants [NH2:1][C:2]1[CH:16]=[C:15]([C:17]2[N:21]=[C:20]([CH3:22])[O:19][N:18]=2)[CH:14]=[CH:13][C:3]=1[CH2:4]NC(=O)OC(C)(C)C.[C:23](=[O:26])([O-:25])[O-].[K+].[K+].[CH2:29]([O:36][C:37](=[O:40])[CH2:38]Br)[C:30]1[CH:35]=[CH:34][CH:33]=[CH:32][CH:31]=1.O, predict the reaction product. The product is: [C:3]([O:25][C:23]([CH2:4][C:3]1[CH:13]=[CH:14][C:15]([C:17]2[N:21]=[C:20]([CH3:22])[O:19][N:18]=2)=[CH:16][C:2]=1[NH:1][CH2:38][C:37]([O:36][CH2:29][C:30]1[CH:35]=[CH:34][CH:33]=[CH:32][CH:31]=1)=[O:40])=[O:26])([CH3:13])([CH3:4])[CH3:2]. (2) Given the reactants P(=O)(O)(O)O.O=P12OP3(OP(OP(O3)(O1)=O)(=O)O2)=O.[Cl:20][C:21]1[CH:41]=[CH:40][C:24]([O:25][C:26]2[CH:31]=[CH:30][CH:29]=[CH:28][C:27]=2[CH:32]2[C:36](=O)[CH2:35][N:34]([CH3:38])[C:33]2=[O:39])=[CH:23][CH:22]=1, predict the reaction product. The product is: [Cl:20][C:21]1[CH:41]=[CH:40][C:24]2[O:25][C:26]3[CH:31]=[CH:30][CH:29]=[CH:28][C:27]=3[C:32]3[C:33](=[O:39])[N:34]([CH3:38])[CH2:35][C:36]=3[C:23]=2[CH:22]=1.